Dataset: Catalyst prediction with 721,799 reactions and 888 catalyst types from USPTO. Task: Predict which catalyst facilitates the given reaction. (1) Reactant: [CH3:1][O:2][C:3]1[CH:4]=[C:5]2[CH2:14][CH:13]([CH2:15][CH:16]3[CH2:21][CH2:20][N:19]([CH2:22][C:23]4[CH:24]=[CH:25][CH:26]=[CH:27][CH:28]=4)[CH2:18][CH2:17]3)[C:11](=[O:12])[C:6]2=[CH:7][C:8]=1[O:9][CH3:10].[C:29]1([S:35]([OH:38])(=[O:37])=[O:36])[CH:34]=[CH:33][CH:32]=[CH:31][CH:30]=1. Product: [CH3:1][O:2][C:3]1[CH:4]=[C:5]2[CH2:14][CH:13]([CH2:15][CH:16]3[CH2:17][CH2:18][N:19]([CH2:22][C:23]4[CH:28]=[CH:27][CH:26]=[CH:25][CH:24]=4)[CH2:20][CH2:21]3)[C:11](=[O:12])[C:6]2=[CH:7][C:8]=1[O:9][CH3:10].[C:29]1([S:35]([O-:38])(=[O:37])=[O:36])[CH:34]=[CH:33][CH:32]=[CH:31][CH:30]=1. The catalyst class is: 336. (2) Reactant: [NH:1]1[CH2:6][CH2:5][CH:4]([C:7]([NH:9][C:10]2[CH:19]=[CH:18][CH:17]=[CH:16][C:11]=2[C:12]([O:14][CH3:15])=[O:13])=[O:8])[CH2:3][CH2:2]1.Cl[C:21]1[N:22]=[N+:23]([O-:31])[C:24]2[CH:30]=[CH:29][CH:28]=[CH:27][C:25]=2[N:26]=1.C(N(C(C)C)CC)(C)C. Product: [O-:31][N+:23]1[C:24]2[CH:30]=[CH:29][CH:28]=[CH:27][C:25]=2[N:26]=[C:21]([N:1]2[CH2:6][CH2:5][CH:4]([C:7]([NH:9][C:10]3[CH:19]=[CH:18][CH:17]=[CH:16][C:11]=3[C:12]([O:14][CH3:15])=[O:13])=[O:8])[CH2:3][CH2:2]2)[N:22]=1. The catalyst class is: 32. (3) Reactant: [NH2:1][C:2]1[CH:7]=[CH:6][C:5]([CH2:8][CH2:9][CH2:10][C:11]([OH:13])=[O:12])=[CH:4][CH:3]=1.[C:14](OC(=O)C)(=[O:16])[CH3:15].[K+].[Br-]. Product: [C:14]([NH:1][C:2]1[CH:3]=[CH:4][C:5]([CH2:8][CH2:9][CH2:10][C:11]([OH:13])=[O:12])=[CH:6][CH:7]=1)(=[O:16])[CH3:15]. The catalyst class is: 8. (4) Reactant: [NH2:1][N:2]1[C:6]([CH2:7][C:8]2[CH:9]=[C:10]3[C:15](=[CH:16][CH:17]=2)[N:14]=[CH:13][CH:12]=[CH:11]3)=[N:5][N:4]=[C:3]1[SH:18].[CH:19]1([N:22]=[C:23]=S)[CH2:21][CH2:20]1. Product: [CH:19]1([NH:22][C:23]2[S:18][C:3]3=[N:4][N:5]=[C:6]([CH2:7][C:8]4[CH:9]=[C:10]5[C:15](=[CH:16][CH:17]=4)[N:14]=[CH:13][CH:12]=[CH:11]5)[N:2]3[N:1]=2)[CH2:21][CH2:20]1. The catalyst class is: 44. (5) Reactant: [CH2:1]([N:3]1[C:11]2[CH:10]=[C:9]3[N:12](COCC[Si](C)(C)C)[C:13]([C:15]4[C:23]5[C:18](=[CH:19][C:20]([C:24]6[CH:29]=[CH:28][CH:27]=[CH:26][CH:25]=6)=[CH:21][CH:22]=5)[N:17](COCC[Si](C)(C)C)[N:16]=4)=[N:14][C:8]3=[CH:7][C:6]=2[C:5]([CH3:47])([CH3:46])[C:4]1=[O:48])[CH3:2].[F-].C([N+](CCCC)(CCCC)CCCC)CCC.C(N)CN. Product: [CH2:1]([N:3]1[C:11]2[CH:10]=[C:9]3[NH:12][C:13]([C:15]4[C:23]5[C:18](=[CH:19][C:20]([C:24]6[CH:25]=[CH:26][CH:27]=[CH:28][CH:29]=6)=[CH:21][CH:22]=5)[NH:17][N:16]=4)=[N:14][C:8]3=[CH:7][C:6]=2[C:5]([CH3:47])([CH3:46])[C:4]1=[O:48])[CH3:2]. The catalyst class is: 6. (6) Reactant: [Cl:1][C:2]1[N:3]=[C:4]([N:14]2[CH2:19][CH2:18][O:17][CH2:16][CH2:15]2)[C:5]2[S:10][C:9]([CH2:11][NH:12][CH3:13])=[CH:8][C:6]=2[N:7]=1.C(N(CC)CC)C.Cl.[CH3:28][N:29]([CH2:31][C:32](Cl)=[O:33])[CH3:30]. Product: [Cl:1][C:2]1[N:3]=[C:4]([N:14]2[CH2:19][CH2:18][O:17][CH2:16][CH2:15]2)[C:5]2[S:10][C:9]([CH2:11][N:12]([CH3:13])[C:32](=[O:33])[CH2:31][N:29]([CH3:30])[CH3:28])=[CH:8][C:6]=2[N:7]=1. The catalyst class is: 4. (7) Reactant: Br[CH2:2][C:3]1[C:15]([C:16]#[N:17])=[CH:14][C:6]([C:7]([O:9][C:10]([CH3:13])([CH3:12])[CH3:11])=[O:8])=[C:5]([O:18][CH2:19][CH3:20])[CH:4]=1.[N-:21]=[N+:22]=[N-:23].[Na+]. Product: [N:21]([CH2:2][C:3]1[C:15]([C:16]#[N:17])=[CH:14][C:6]([C:7]([O:9][C:10]([CH3:13])([CH3:12])[CH3:11])=[O:8])=[C:5]([O:18][CH2:19][CH3:20])[CH:4]=1)=[N+:22]=[N-:23]. The catalyst class is: 42.